Regression/Classification. Given a drug SMILES string, predict its absorption, distribution, metabolism, or excretion properties. Task type varies by dataset: regression for continuous measurements (e.g., permeability, clearance, half-life) or binary classification for categorical outcomes (e.g., BBB penetration, CYP inhibition). For this dataset (solubility_aqsoldb), we predict Y. From a dataset of Aqueous solubility values for 9,982 compounds from the AqSolDB database. (1) The compound is CC1=NN(c2cccc(S(=O)(=O)[O-])c2)C(=O)C1N=Nc1cc(Cl)c(Cl)cc1S(=O)(=O)[O-].[Ca+2]. The Y is -3.84 log mol/L. (2) The compound is Oc1ccc(Cl)cc1Cl. The Y is -1.56 log mol/L. (3) The drug is C=CC(=O)OCCO. The Y is 0.935 log mol/L.